From a dataset of Reaction yield outcomes from USPTO patents with 853,638 reactions. Predict the reaction yield, written as a fraction of the theoretical maximum amount of product (1.0 means a 100% yield; for example, 0.34 means a 34% yield). (1) The reactants are [CH2:1]([O:3][C:4](=[O:20])[C:5]1[CH:17]=[C:16]([CH2:18][OH:19])[CH:15]=[C:7]([C:8]([N:10]([CH3:14])[CH2:11][CH2:12][CH3:13])=[O:9])[CH:6]=1)[CH3:2].[Cl-].CS(C)=O.C(N(CC)CC)C. The catalyst is ClCCl. The product is [CH2:1]([O:3][C:4](=[O:20])[C:5]1[CH:17]=[C:16]([CH:18]=[O:19])[CH:15]=[C:7]([C:8]([N:10]([CH3:14])[CH2:11][CH2:12][CH3:13])=[O:9])[CH:6]=1)[CH3:2]. The yield is 0.780. (2) The yield is 0.910. The catalyst is CO.O. The product is [O:1]1[CH2:2][CH2:3][CH:4]([O:7][CH:8]([C:10]2[CH:19]=[CH:18][C:13]([C:14]([OH:16])=[O:15])=[CH:12][CH:11]=2)[CH3:9])[CH2:5][CH2:6]1. The reactants are [O:1]1[CH2:6][CH2:5][CH:4]([O:7][CH:8]([C:10]2[CH:19]=[CH:18][C:13]([C:14]([O:16]C)=[O:15])=[CH:12][CH:11]=2)[CH3:9])[CH2:3][CH2:2]1.O.[OH-].[Li+].Cl. (3) The reactants are [O:1]=[C:2]1[CH2:7][NH:6][CH2:5][CH2:4][N:3]1[C:8]1[CH:13]=[CH:12][C:11]([S:14]([NH:17][C:18]2[S:19][CH:20]=[CH:21][N:22]=2)(=[O:16])=[O:15])=[CH:10][CH:9]=1.[CH3:23][C:24]([N:29]1[C:37]2[C:32](=[CH:33][CH:34]=[C:35]([C:38]([F:41])([F:40])[F:39])[CH:36]=2)[CH:31]=[CH:30]1)([CH3:28])[C:25](O)=[O:26].CN(C(ON1N=NC2C=CC=NC1=2)=[N+](C)C)C.F[P-](F)(F)(F)(F)F.C(=O)(O)[O-].[Na+]. The catalyst is CN(C=O)C. The product is [CH3:28][C:24]([N:29]1[C:37]2[C:32](=[CH:33][CH:34]=[C:35]([C:38]([F:40])([F:41])[F:39])[CH:36]=2)[CH:31]=[CH:30]1)([CH3:23])[C:25]([N:6]1[CH2:5][CH2:4][N:3]([C:8]2[CH:9]=[CH:10][C:11]([S:14]([NH:17][C:18]3[S:19][CH:20]=[CH:21][N:22]=3)(=[O:16])=[O:15])=[CH:12][CH:13]=2)[C:2](=[O:1])[CH2:7]1)=[O:26]. The yield is 0.320. (4) The reactants are [H-].[Na+].[CH:3]([N:6]1[CH2:11][CH2:10][CH:9]([CH2:12][OH:13])[CH2:8][CH2:7]1)([CH3:5])[CH3:4].Cl[C:15]1[N:19]([CH3:20])[C:18]([C:21]([C:23]2[CH:28]=[CH:27][C:26]([Cl:29])=[CH:25][CH:24]=2)=[O:22])=[CH:17][N:16]=1. The catalyst is C1COCC1. The product is [Cl:29][C:26]1[CH:25]=[CH:24][C:23]([C:21]([C:18]2[N:19]([CH3:20])[C:15]([O:13][CH2:12][CH:9]3[CH2:10][CH2:11][N:6]([CH:3]([CH3:5])[CH3:4])[CH2:7][CH2:8]3)=[N:16][CH:17]=2)=[O:22])=[CH:28][CH:27]=1. The yield is 0.780. (5) The reactants are Cl[C:2]1[N:7]=[C:6]2[N:8]([CH:11]3[CH2:16][CH2:15][O:14][CH2:13][CH2:12]3)[N:9]=[CH:10][C:5]2=[C:4]([NH:17][C:18]2[CH:22]=[C:21]([CH3:23])[NH:20][N:19]=2)[N:3]=1.C1OCCOCCOCCOCCOC1.[F:39][C:40]1[CH:45]=[CH:44][C:43]([S:46]([O-:48])=[O:47])=[CH:42][CH:41]=1.[Na+]. The catalyst is CS(C)=O. The product is [F:39][C:40]1[CH:45]=[CH:44][C:43]([S:46]([C:2]2[N:7]=[C:6]3[N:8]([CH:11]4[CH2:16][CH2:15][O:14][CH2:13][CH2:12]4)[N:9]=[CH:10][C:5]3=[C:4]([NH:17][C:18]3[CH:22]=[C:21]([CH3:23])[NH:20][N:19]=3)[N:3]=2)(=[O:48])=[O:47])=[CH:42][CH:41]=1. The yield is 0.180. (6) The reactants are [CH3:1][O:2][C:3](=[O:12])[CH2:4][CH2:5][S:6][CH2:7][C:8](OC)=[O:9].CCCCCC.[H-].[Na+]. The catalyst is C1COCC1. The product is [CH3:1][O:2][C:3]([CH:4]1[C:8](=[O:9])[CH2:7][S:6][CH2:5]1)=[O:12]. The yield is 0.350.